From a dataset of Reaction yield outcomes from USPTO patents with 853,638 reactions. Predict the reaction yield, written as a fraction of the theoretical maximum amount of product (1.0 means a 100% yield; for example, 0.34 means a 34% yield). (1) The reactants are [O:1]([C:3]1[CH:4]=[C:5]([CH:8]=[C:9]([O:13][CH3:14])[C:10]=1[O:11][CH3:12])[CH2:6]O)[CH3:2].P(Br)(Br)[Br:16].O. The catalyst is ClCCl. The product is [O:1]([C:3]1[CH:4]=[C:5]([CH:8]=[C:9]([O:13][CH3:14])[C:10]=1[O:11][CH3:12])[CH2:6][Br:16])[CH3:2]. The yield is 0.844. (2) The reactants are [CH3:1][C:2]1[NH:3][C:4]2[C:9]([C:10]=1[CH:11]=O)=[CH:8][CH:7]=[CH:6][CH:5]=2.[CH3:13][NH2:14].[BH4-].[Na+]. The catalyst is CO. The product is [CH3:1][C:2]1[NH:3][C:4]2[C:9]([C:10]=1[CH2:11][NH:14][CH3:13])=[CH:8][CH:7]=[CH:6][CH:5]=2. The yield is 0.630. (3) The reactants are [CH2:1]([C@@:5]1([CH2:36][CH3:37])[NH:11][C@H:10]([C:12]2[CH:17]=[CH:16][CH:15]=[CH:14][CH:13]=2)[C:9]2[CH:18]=[C:19]([O:32][CH3:33])[C:20](/[CH:22]=[CH:23]/[P:24](=[O:31])([O:28]CC)[O:25]CC)=[CH:21][C:8]=2[S:7](=[O:35])(=[O:34])[CH2:6]1)[CH2:2][CH2:3][CH3:4].Br[Si](C)(C)C. The catalyst is C(Cl)Cl. The product is [CH2:1]([C@@:5]1([CH2:36][CH3:37])[NH:11][C@H:10]([C:12]2[CH:13]=[CH:14][CH:15]=[CH:16][CH:17]=2)[C:9]2[CH:18]=[C:19]([O:32][CH3:33])[C:20](/[CH:22]=[CH:23]/[P:24](=[O:25])([OH:28])[OH:31])=[CH:21][C:8]=2[S:7](=[O:35])(=[O:34])[CH2:6]1)[CH2:2][CH2:3][CH3:4]. The yield is 0.598.